Dataset: Full USPTO retrosynthesis dataset with 1.9M reactions from patents (1976-2016). Task: Predict the reactants needed to synthesize the given product. (1) Given the product [CH3:1][C:2]1[N:7]=[CH:6][C:5]([C:8]2[CH:13]=[CH:12][N:11]3[N:14]=[CH:15][C:16]([C:17]([OH:19])=[O:18])=[C:10]3[N:9]=2)=[CH:4][CH:3]=1, predict the reactants needed to synthesize it. The reactants are: [CH3:1][C:2]1[N:7]=[CH:6][C:5]([C:8]2[CH:13]=[CH:12][N:11]3[N:14]=[CH:15][C:16]([C:17]([O:19]CC)=[O:18])=[C:10]3[N:9]=2)=[CH:4][CH:3]=1.[OH-].[Na+]. (2) Given the product [Br:43][C:40]1[S:39][C:38]([NH:37][C:8](=[O:10])[CH2:7][CH2:6][C:2]2[O:1][CH:5]=[CH:4][CH:3]=2)=[N:42][CH:41]=1, predict the reactants needed to synthesize it. The reactants are: [O:1]1[CH:5]=[CH:4][CH:3]=[C:2]1[CH2:6][CH2:7][C:8]([OH:10])=O.C1(N=C=NC2CCCCC2)CCCCC1.OC1C2N=NNC=2C=CC=1.Br.[NH2:37][C:38]1[S:39][C:40]([Br:43])=[CH:41][N:42]=1. (3) Given the product [C:12]([C:9]1[CH:10]=[CH:11][C:6]([CH:5]=[CH:4][C:3]([OH:21])=[O:2])=[C:7]([NH:16][CH2:17][CH:18]([CH3:20])[CH3:19])[CH:8]=1)([CH3:15])([CH3:14])[CH3:13], predict the reactants needed to synthesize it. The reactants are: C[O:2][C:3](=[O:21])[CH:4]=[CH:5][C:6]1[CH:11]=[CH:10][C:9]([C:12]([CH3:15])([CH3:14])[CH3:13])=[CH:8][C:7]=1[NH:16][CH2:17][CH:18]([CH3:20])[CH3:19].[OH-].[Na+].Cl. (4) Given the product [CH:23]1([NH:27][C:2]2[C:3]([CH3:22])=[N:4][C:5]3[C:10]([N:11]=2)=[C:9]([C:12]2[NH:20][C:19]4[CH2:18][CH2:17][NH:16][C:15](=[O:21])[C:14]=4[CH:13]=2)[CH:8]=[CH:7][CH:6]=3)[CH2:26][CH2:25][CH2:24]1, predict the reactants needed to synthesize it. The reactants are: F[C:2]1[C:3]([CH3:22])=[N:4][C:5]2[C:10]([N:11]=1)=[C:9]([C:12]1[NH:20][C:19]3[CH2:18][CH2:17][NH:16][C:15](=[O:21])[C:14]=3[CH:13]=1)[CH:8]=[CH:7][CH:6]=2.[CH:23]1([NH2:27])[CH2:26][CH2:25][CH2:24]1.CO.C(Cl)Cl. (5) The reactants are: [CH:1]([C@H:4]1[NH:19][C:18](=[O:20])[C@@H:17]([CH2:21][S:22]C(C2C=CC=CC=2)(C2C=CC=CC=2)C2C=CC=CC=2)[NH:16][C:15](=[O:42])[C@@H:14]([CH3:43])[NH:13][C:12](=[O:44])[CH2:11][C@@H:10](/[CH:45]=[CH:46]/[CH2:47][CH2:48][S:49]C(C2C=CC=CC=2)(C2C=CC=CC=2)C2C=CC=CC=2)[O:9][C:8](=[O:69])[CH2:7][NH:6][C:5]1=[O:70])([CH3:3])[CH3:2].S([O-])([O-])(=O)=S.[Na+].[Na+].[Na+].[Cl-]. Given the product [CH:1]([C@H:4]1[NH:19][C:18](=[O:20])[C@@H:17]2[NH:16][C:15](=[O:42])[C@@H:14]([CH3:43])[NH:13][C:12](=[O:44])[CH2:11][C@@H:10]([CH:45]=[CH:46][CH2:47][CH2:48][S:49][S:22][CH2:21]2)[O:9][C:8](=[O:69])[CH2:7][NH:6][C:5]1=[O:70])([CH3:3])[CH3:2], predict the reactants needed to synthesize it. (6) Given the product [C:8]1([CH2:19][C:18]([OH:17])=[O:20])([CH2:14][C:15]([NH2:25])=[O:16])[CH2:13][CH2:12][CH2:11][CH2:10][CH2:9]1, predict the reactants needed to synthesize it. The reactants are: C1(C)C=CC=CC=1.[C:8]12([CH2:19][C:18](=[O:20])[O:17][C:15](=[O:16])[CH2:14]1)[CH2:13][CH2:12][CH2:11][CH2:10][CH2:9]2.C(=O)([O-])[O-].[NH4+:25].[NH4+].Cl. (7) Given the product [F:1][C:2]([F:7])([F:6])[C:3]([OH:5])=[O:4].[F:8][C:9]([F:14])([F:13])[C:10]([OH:12])=[O:11].[Cl:50][C:34]1[CH:35]=[N:36][C:37]2[NH:38][C:39]3[CH:40]=[CH:41][CH:42]=[C:43]([CH:48]=3)[CH2:44][CH2:45][C:46]3[CH:47]=[C:31]([NH:32][C:33]=1[N:49]=2)[CH:30]=[CH:29][C:28]=3[N:25]1[CH2:26][CH2:27][N:22]([C:20]([NH2:19])=[O:21])[CH2:23][CH2:24]1, predict the reactants needed to synthesize it. The reactants are: [F:1][C:2]([F:7])([F:6])[C:3]([OH:5])=[O:4].[F:8][C:9]([F:14])([F:13])[C:10]([OH:12])=[O:11].C([NH:19][C:20]([N:22]1[CH2:27][CH2:26][N:25]([C:28]2[CH:29]=[CH:30][C:31]3[NH:32][C:33]4[N:49]=[C:37]([NH:38][C:39]5[CH:40]=[CH:41][CH:42]=[C:43]([CH:48]=5)[CH2:44][CH2:45][C:46]=2[CH:47]=3)[N:36]=[CH:35][C:34]=4[Cl:50])[CH2:24][CH2:23]1)=[O:21])(C)(C)C. (8) Given the product [ClH:30].[CH3:1][O:2][C:3]1[C:8]([CH3:9])=[C:7]([C:10]2[CH:11]=[CH:12][C:13]3[C:14]4[N:23]([C@H:24]5[CH2:28][CH2:27][O:26][CH2:25]5)[N:22]=[CH:21][C:15]=4[C:16](=[O:20])[NH:17][C:18]=3[CH:19]=2)[C:6]([CH3:29])=[CH:5][N:4]=1, predict the reactants needed to synthesize it. The reactants are: [CH3:1][O:2][C:3]1[C:8]([CH3:9])=[C:7]([C:10]2[CH:11]=[CH:12][C:13]3[C:14]4[N:23]([C@H:24]5[CH2:28][CH2:27][O:26][CH2:25]5)[N:22]=[CH:21][C:15]=4[C:16](=[O:20])[NH:17][C:18]=3[CH:19]=2)[C:6]([CH3:29])=[CH:5][N:4]=1.[ClH:30]. (9) The reactants are: [CH3:1][NH:2][C:3]1[S:4][CH:5]=[C:6]([C:8]([OH:10])=O)[N:7]=1.[NH2:11][C@H:12]([CH3:28])[CH2:13][N:14]1[CH:18]=[CH:17][C:16]([C:19]2[CH:26]=[CH:25][C:22]([C:23]#[N:24])=[C:21]([Cl:27])[CH:20]=2)=[N:15]1. Given the product [Cl:27][C:21]1[CH:20]=[C:19]([C:16]2[CH:17]=[CH:18][N:14]([CH2:13][C@H:12]([NH:11][C:8]([C:6]3[N:7]=[C:3]([NH:2][CH3:1])[S:4][CH:5]=3)=[O:10])[CH3:28])[N:15]=2)[CH:26]=[CH:25][C:22]=1[C:23]#[N:24], predict the reactants needed to synthesize it. (10) Given the product [CH2:15]([C:25]1[N:11]([C:10]2[CH:12]=[CH:13][C:7]([O:6][C:5]3[CH:14]=[CH:15][C:2]([Cl:1])=[CH:3][C:4]=3[CH:16]3[CH2:21][CH2:20][CH2:19][CH2:18][CH2:17]3)=[CH:8][CH:9]=2)[CH:28]=[C:29]([C:31]2[CH:36]=[CH:35][C:34]([O:37][CH2:38][CH2:39][CH2:40][N:41]([CH2:44][CH3:45])[CH2:42][CH3:43])=[CH:33][CH:32]=2)[N:23]=1)[CH2:2][CH2:3][CH3:4], predict the reactants needed to synthesize it. The reactants are: [Cl:1][C:2]1[CH:15]=[CH:14][C:5]([O:6][C:7]2[CH:13]=[CH:12][C:10]([NH2:11])=[CH:9][CH:8]=2)=[C:4]([CH:16]2[CH2:21][CH2:20][CH2:19][CH2:18][CH2:17]2)[CH:3]=1.C[N:23]([CH:25]=O)C.Br[CH2:28][C:29]([C:31]1[CH:36]=[CH:35][C:34]([O:37][CH2:38][CH2:39][CH2:40][N:41]([CH2:44][CH3:45])[CH2:42][CH3:43])=[CH:33][CH:32]=1)=O.